This data is from Full USPTO retrosynthesis dataset with 1.9M reactions from patents (1976-2016). The task is: Predict the reactants needed to synthesize the given product. (1) Given the product [F:13][C:14]1[CH:20]=[CH:19][CH:18]=[CH:17][C:15]=1[NH:16][CH2:1][C:3]1[CH:4]=[C:5]([CH:10]=[CH:11][CH:12]=1)[C:6]([O:8][CH3:9])=[O:7], predict the reactants needed to synthesize it. The reactants are: [CH:1]([C:3]1[CH:4]=[C:5]([CH:10]=[CH:11][CH:12]=1)[C:6]([O:8][CH3:9])=[O:7])=O.[F:13][C:14]1[CH:20]=[CH:19][CH:18]=[CH:17][C:15]=1[NH2:16].C(O)(=O)C.C(O[BH-](OC(=O)C)OC(=O)C)(=O)C.[Na+]. (2) Given the product [F:17][C:18]1[CH:19]=[C:20]([CH2:25][C@H:26]([NH:30][C:31](=[O:37])[O:32][C:33]([CH3:36])([CH3:35])[CH3:34])[C@H:27]([OH:28])[CH2:29][NH:16][C:13]2([C:9]3[CH:10]=[CH:11][CH:12]=[C:7]([N:1]4[CH2:2][CH2:3][O:4][CH2:5][CH2:6]4)[CH:8]=3)[CH2:14][CH2:15]2)[CH:21]=[C:22]([F:24])[CH:23]=1, predict the reactants needed to synthesize it. The reactants are: [N:1]1([C:7]2[CH:8]=[C:9]([C:13]3([NH2:16])[CH2:15][CH2:14]3)[CH:10]=[CH:11][CH:12]=2)[CH2:6][CH2:5][O:4][CH2:3][CH2:2]1.[F:17][C:18]1[CH:19]=[C:20]([CH2:25][CH:26]([NH:30][C:31](=[O:37])[O:32][C:33]([CH3:36])([CH3:35])[CH3:34])[CH:27]2[CH2:29][O:28]2)[CH:21]=[C:22]([F:24])[CH:23]=1. (3) Given the product [CH:23]([C:3]1[CH:4]=[C:5]2[C:10]([CH2:9][CH2:8][CH2:7][CH2:6]2)=[C:1]([OH:21])[C:2]=1[C:11]1[CH:20]=[CH:19][C:18]2[CH2:17][CH2:16][CH2:15][CH2:14][C:13]=2[CH:12]=1)([CH3:24])[CH3:22], predict the reactants needed to synthesize it. The reactants are: [C:1]1([OH:21])[C:2]([C:11]2[CH:20]=[CH:19][C:18]3[CH2:17][CH2:16][CH2:15][CH2:14][C:13]=3[CH:12]=2)=[CH:3][CH:4]=[C:5]2[C:10]=1[CH2:9][CH2:8][CH2:7][CH2:6]2.[CH2:22]=[CH:23][CH3:24]. (4) Given the product [CH3:17][OH:18].[NH4+:5].[OH-:18].[CH3:30][O:29][C:25]1[CH:24]=[C:23]2[C:28]([C:19]([O:18][CH2:17][C:14]3[N:12]4[N:13]=[C:8]([C:1]#[C:37][CH2:36][N:33]([CH3:34])[CH3:31])[CH:9]=[CH:10][C:11]4=[N:16][N:15]=3)=[CH:20][CH:21]=[N:22]2)=[CH:27][CH:26]=1, predict the reactants needed to synthesize it. The reactants are: [CH3:1]C(C)([NH2:5])C#C.Cl[C:8]1[CH:9]=[CH:10][C:11]2[N:12]([C:14]([CH2:17][O:18][C:19]3[C:28]4[C:23](=[CH:24][C:25]([O:29][CH3:30])=[CH:26][CH:27]=4)[N:22]=[CH:21][CH:20]=3)=[N:15][N:16]=2)[N:13]=1.[CH2:31]([N:33]([CH2:36][CH3:37])[CH2:34]C)C. (5) Given the product [Cl:1][CH2:16][C:14]1[CH:13]=[CH:12][C:10]2[O:11][C:7]([F:19])([F:6])[O:8][C:9]=2[CH:15]=1, predict the reactants needed to synthesize it. The reactants are: [Cl-:1].S(Cl)(Cl)=O.[F:6][C:7]1([F:19])[O:11][C:10]2[CH:12]=[CH:13][C:14]([C:16](O)=O)=[CH:15][C:9]=2[O:8]1.